From a dataset of Reaction yield outcomes from USPTO patents with 853,638 reactions. Predict the reaction yield, written as a fraction of the theoretical maximum amount of product (1.0 means a 100% yield; for example, 0.34 means a 34% yield). (1) The reactants are [Cl:1][C:2]1[C:6]2[CH:7]=[CH:8][CH:9]=[CH:10][C:5]=2[O:4][C:3]=1[CH2:11][NH:12][CH3:13].[O:14]=[C:15]1[CH2:20][O:19][C:18]2[CH:21]=[C:22](/[CH:25]=[CH:26]/[C:27]([OH:29])=O)[CH:23]=[N:24][C:17]=2[NH:16]1.ON1C2C=CC=CC=2N=N1.C(N(C(C)C)CC)(C)C.CN(C)CCCN=C=NCC. The catalyst is CN(C=O)C.O. The product is [Cl:1][C:2]1[C:6]2[CH:7]=[CH:8][CH:9]=[CH:10][C:5]=2[O:4][C:3]=1[CH2:11][N:12]([CH3:13])[C:27](=[O:29])/[CH:26]=[CH:25]/[C:22]1[CH:23]=[N:24][C:17]2[NH:16][C:15](=[O:14])[CH2:20][O:19][C:18]=2[CH:21]=1. The yield is 0.300. (2) The reactants are C([N:8]1[CH2:14][C:13]2[N:15]=[CH:16][C:17]([N:19]([CH3:23])[CH2:20][CH2:21][CH3:22])=[N:18][C:12]=2[O:11][C@@H:10]([CH2:24][O:25][CH3:26])[CH2:9]1)C1C=CC=CC=1.C(OCC)(=O)C.[ClH:33]. The catalyst is CO.[OH-].[OH-].[Pd+2]. The product is [ClH:33].[CH3:26][O:25][CH2:24][C@H:10]1[CH2:9][NH:8][CH2:14][C:13]2[N:15]=[CH:16][C:17]([N:19]([CH3:23])[CH2:20][CH2:21][CH3:22])=[N:18][C:12]=2[O:11]1. The yield is 0.560. (3) The reactants are [Cl:1][C:2]1[CH:7]=[C:6]([O:8][C:9]2[C:18]3[C:13](=[CH:14][C:15]([O:20][CH3:21])=[C:16]([OH:19])[CH:17]=3)[N:12]=[CH:11][N:10]=2)[CH:5]=[CH:4][C:3]=1[NH:22][C:23]([NH:25][CH2:26][CH2:27][CH3:28])=[O:24].C(=O)([O-])[O-].[K+].[K+].[Br:35][CH2:36][CH2:37][CH2:38]Br. The catalyst is CN(C)C=O. The product is [Br:35][CH2:36][CH2:37][CH2:38][O:19][C:16]1[CH:17]=[C:18]2[C:13](=[CH:14][C:15]=1[O:20][CH3:21])[N:12]=[CH:11][N:10]=[C:9]2[O:8][C:6]1[CH:5]=[CH:4][C:3]([NH:22][C:23]([NH:25][CH2:26][CH2:27][CH3:28])=[O:24])=[C:2]([Cl:1])[CH:7]=1. The yield is 0.710. (4) The reactants are N12CCCN=C1CCCCC2.Cl.[NH2:13][CH2:14][C:15]1[CH:23]=[CH:22][CH:21]=[C:20]2[C:16]=1[C:17](=[O:33])[N:18]([CH:25]1[CH2:30][CH2:29][C:28](=[O:31])[NH:27][C:26]1=[O:32])[C:19]2=[O:24].[C:34](Cl)(=[O:41])[CH2:35][CH2:36][CH2:37][CH2:38][CH2:39][CH3:40]. The catalyst is CC#N. The product is [O:32]=[C:26]1[CH:25]([N:18]2[C:17](=[O:33])[C:16]3[C:20](=[CH:21][CH:22]=[CH:23][C:15]=3[CH2:14][NH:13][C:34](=[O:41])[CH2:35][CH2:36][CH2:37][CH2:38][CH2:39][CH3:40])[C:19]2=[O:24])[CH2:30][CH2:29][C:28](=[O:31])[NH:27]1. The yield is 0.660. (5) The reactants are [H-].[Na+].[Cl:3][C:4]([Cl:22])([Cl:21])[CH2:5][O:6][C:7]([NH:9][C:10]1[CH:11]=[C:12]([CH:18]=[CH:19][CH:20]=1)[C:13]([O:15][CH2:16][CH3:17])=[O:14])=[O:8].S(OC)(O[CH3:27])(=O)=O.O. The catalyst is O1CCCC1. The product is [CH3:27][N:9]([C:10]1[CH:11]=[C:12]([CH:18]=[CH:19][CH:20]=1)[C:13]([O:15][CH2:16][CH3:17])=[O:14])[C:7]([O:6][CH2:5][C:4]([Cl:21])([Cl:22])[Cl:3])=[O:8]. The yield is 0.790. (6) The reactants are [C:1]([CH:5]1[CH2:13][C:12]2[C:7](=[CH:8][C:9]([N+:14]([O-:16])=[O:15])=[CH:10][CH:11]=2)[NH:6]1)([CH3:4])([CH3:3])[CH3:2].C(C1C(=O)C(Cl)=C(Cl)C(=O)C=1C#N)#N. The catalyst is O1CCOCC1. The product is [C:1]([C:5]1[NH:6][C:7]2[C:12]([CH:13]=1)=[CH:11][CH:10]=[C:9]([N+:14]([O-:16])=[O:15])[CH:8]=2)([CH3:4])([CH3:2])[CH3:3]. The yield is 0.800.